From a dataset of Full USPTO retrosynthesis dataset with 1.9M reactions from patents (1976-2016). Predict the reactants needed to synthesize the given product. (1) Given the product [NH2:11][C@H:8]([C:9]([OH:10])=[O:30])[CH2:7][C:6]1[CH:1]=[CH:2][CH:3]=[CH:4][CH:5]=1, predict the reactants needed to synthesize it. The reactants are: [CH:1]1[C:6]([C@@H:7](O)[C@H:8]([NH:11]C(C(Cl)Cl)=O)[CH2:9][OH:10])=[CH:5][CH:4]=[C:3]([N+]([O-])=O)[CH:2]=1.CC(S[C@@H]1[O:30][C@H](CO)[C@H](O)[C@H](O)[C@H]1O)C. (2) Given the product [CH2:42]([O:41][C:39]([N:16]1[CH2:17][CH2:18][C:19]2[N:23]=[C:22]([CH:24]([CH3:25])[CH3:26])[S:21][C:20]=2[CH:15]1[C:4]1[CH:3]=[C:2]([Cl:1])[CH:14]=[CH:13][C:5]=1[O:6][CH2:7][C:8]([O:10][CH2:11][CH3:12])=[O:9])=[O:40])[C:43]1[CH:48]=[CH:47][CH:46]=[CH:45][CH:44]=1, predict the reactants needed to synthesize it. The reactants are: [Cl:1][C:2]1[CH:14]=[CH:13][C:5]([O:6][CH2:7][C:8]([O:10][CH2:11][CH3:12])=[O:9])=[C:4]([C:15]2[C:20]3[S:21][C:22]([CH:24]([CH3:26])[CH3:25])=[N:23][C:19]=3[CH2:18][CH2:17][N:16]=2)[CH:3]=1.[BH4-].[Na+].CCN(C(C)C)C(C)C.Cl[C:39]([O:41][CH2:42][C:43]1[CH:48]=[CH:47][CH:46]=[CH:45][CH:44]=1)=[O:40]. (3) The reactants are: [CH2:1]([C:4]1[CH:9]=[C:8]([C:10]2[S:11][C:12]3[CH2:18][CH2:17][CH2:16][CH2:15][C:13]=3[N:14]=2)[CH:7]=[CH:6][C:5]=1[OH:19])[CH2:2][CH3:3].[CH3:20][O:21][C:22](=[O:38])[CH2:23][N:24]1[C:32]2[C:27](=[CH:28][C:29]([O:33][CH2:34][CH2:35][CH2:36]Br)=[CH:30][CH:31]=2)[CH:26]=[CH:25]1.C([O-])([O-])=O.[Cs+].[Cs+]. Given the product [CH3:20][O:21][C:22](=[O:38])[CH2:23][N:24]1[C:32]2[C:27](=[CH:28][C:29]([O:33][CH2:34][CH2:35][CH2:36][O:19][C:5]3[CH:6]=[CH:7][C:8]([C:10]4[S:11][C:12]5[CH2:18][CH2:17][CH2:16][CH2:15][C:13]=5[N:14]=4)=[CH:9][C:4]=3[CH2:1][CH2:2][CH3:3])=[CH:30][CH:31]=2)[CH:26]=[CH:25]1, predict the reactants needed to synthesize it.